From a dataset of Full USPTO retrosynthesis dataset with 1.9M reactions from patents (1976-2016). Predict the reactants needed to synthesize the given product. (1) Given the product [CH2:1]([O:8][N:9]1[C:15](=[O:16])[N:14]2[CH2:17][C@H:10]1[CH2:11][CH2:12][C@H:13]2[C:18]([NH:33][O:34][C@H:35]1[CH2:39][CH2:38][N:37]([C:40]([O:42][C:43]([CH3:46])([CH3:45])[CH3:44])=[O:41])[CH2:36]1)=[O:20])[C:2]1[CH:3]=[CH:4][CH:5]=[CH:6][CH:7]=1, predict the reactants needed to synthesize it. The reactants are: [CH2:1]([O:8][N:9]1[C:15](=[O:16])[N:14]2[CH2:17][C@H:10]1[CH2:11][CH2:12][C@H:13]2[C:18]([O:20]N1C(=O)[C@H]2[C@H]([C@@H]3C[C@H]2C=C3)C1=O)=O)[C:2]1[CH:7]=[CH:6][CH:5]=[CH:4][CH:3]=1.[NH2:33][O:34][C@H:35]1[CH2:39][CH2:38][N:37]([C:40]([O:42][C:43]([CH3:46])([CH3:45])[CH3:44])=[O:41])[CH2:36]1. (2) Given the product [OH:7][CH:4]1[CH2:5][CH2:6][N:1]([C:18]([Cl:17])=[O:20])[CH2:2][CH2:3]1, predict the reactants needed to synthesize it. The reactants are: [NH:1]1[CH2:6][CH2:5][CH:4]([OH:7])[CH2:3][CH2:2]1.CCN(C(C)C)C(C)C.[Cl:17][C:18](Cl)([O:20]C(=O)OC(Cl)(Cl)Cl)Cl. (3) The reactants are: [Br:1][C:2]1[C:3]([CH2:21][N:22]2[CH2:27][CH2:26][O:25][CH2:24][CH2:23]2)=[CH:4][C:5]([O:11][CH2:12][C:13]2[CH:18]=[CH:17][C:16]([F:19])=[CH:15][C:14]=2[F:20])=[C:6]([CH:10]=1)[C:7](O)=[O:8].C(N(C(C)C)CC)(C)C.ON1C2N=CC=CC=2N=N1.Cl.[CH3:48][C:49]1[C:53]([NH2:54])=[CH:52][O:51][N:50]=1.C(Cl)CCl. Given the product [Br:1][C:2]1[C:3]([CH2:21][N:22]2[CH2:27][CH2:26][O:25][CH2:24][CH2:23]2)=[CH:4][C:5]([O:11][CH2:12][C:13]2[CH:18]=[CH:17][C:16]([F:19])=[CH:15][C:14]=2[F:20])=[C:6]([CH:10]=1)[C:7]([NH:54][C:53]1[C:49]([CH3:48])=[N:50][O:51][CH:52]=1)=[O:8], predict the reactants needed to synthesize it.